From a dataset of Drug-target binding data from BindingDB using IC50 measurements. Regression. Given a target protein amino acid sequence and a drug SMILES string, predict the binding affinity score between them. We predict pIC50 (pIC50 = -log10(IC50 in M); higher means more potent). Dataset: bindingdb_ic50. (1) The compound is CC1(C)OC(=O)N(c2ccc(-n3cc(-c4ccccc4)[nH]c3=O)cc2)[C@H]1c1ccccc1. The target protein sequence is QGTNPYLTFHCVNQGTILLDLAPEDKEYQSVEEEMQSTIREHRDGGNAGGIFNRYNVIRIQKVVNKKLRERFCHRQKEVSEENHNHHNERMLFHGSPFINAIIHKGFDERHAYIGGMFGAGIYFAENSSKSNQYVYGIGGGTGCPTHKDRSCYICHRQMLFCRVTLGKSFLQFSTMKMAHAPPGHHSVIGRPSVNGLAYAEYVIYRGEQAYPEYLITYQIMKPEAPSQTATAAEQ. The pIC50 is 5.5. (2) The small molecule is CCCCC(=O)NC[C@@H](O)[C@@H](O)[C@@H]1OC(C(=O)O)=C[C@H](NC(=N)N)[C@H]1NC(C)=O.O=C(O)C(F)(F)F. The target protein sequence is MNPNQKIITIGSICMVVGIISLILQIGNIISIWISHSIQTGNQNHTGICNQGSITYKVVAGQDSTSVILTGNSSLCPIRGWAIHSKDNGIRIGSKGDVFVIREPFISCSHLECRTFFLTQGALLNDKHSRGTFKDRSPYRALMSCPVGEAPSPYNSRFESVAWSASACHDGMGWLTIGISGPDDGAVAVLKYNGIITETIKSWRKNILRTQESECTCVNGSCFTIMTDGPSDGLASYKIFKIEKGKVTKSIELNAPNSHYEECSCYPDTGKVMCVCRDNWHGSNRPWVSFDQNLDYKIGYICSGVFGDNPRPKDGTGSCGPVSADGANGVKGFSYKYGNGVWIGRTKSDSSRHGFEMIWDPNGWTETDSRFSMRQDVVAMTDRSGYSGSFVQHPELTGLDCMRPCFWVELIRGLPEENAIWTSGSIISFCGVNSDTVDWSWPDGAELPFTIDK. The pIC50 is 6.4. (3) The target protein sequence is HKYKKQFRYESQLQMVQVTGSSDNEYFYVDFREYEYDLKWEFPRENLEFGKVLGSGAFGKVMNATAYGISKTGVSIQVAVKMLKEKADSSEREALMSELKMMTQLGSHENIVNLLGACTLSGPIYLIFEYCCYGDLLNYLRSKREKFHRTWTEIFKEHNFSFYPTFQSHPNSSMPGSREVQIHPDSDQISGLHGNSFHSEDEIEYENQKRLEEEEDLNVLTFEDLLCFAYQVAKGMEFLEFKSCVHRDLAARNVLVTHGKVVKICDFGLARDIMSDSNYVVRGNARLPVKWMAPESLFEGIYTIKSDVWSYGILLWEIFSLGVNPYPGIPVDANFYKLIQNGFKMDQPFYATEEIYIIMQSCWAFDSRKRPSFPNLTSFLGCQLADAEEAMYQNVDG. The compound is Cc1cnn2cc(-c3cnn(C(C)(C)C)c3)nc(O[C@H](C)[C@H]3CNC(=O)C3)c12. The pIC50 is 7.4. (4) The small molecule is Cc1ccc(NC(=O)Nc2ccc3cnccc3c2)cc1. The target protein (P12268) has sequence MADYLISGGTSYVPDDGLTAQQLFNCGDGLTYNDFLILPGYIDFTADQVDLTSALTKKITLKTPLVSSPMDTVTEAGMAIAMALTGGIGFIHHNCTPEFQANEVRKVKKYEQGFITDPVVLSPKDRVRDVFEAKARHGFCGIPITDTGRMGSRLVGIISSRDIDFLKEEEHDCFLEEIMTKREDLVVAPAGITLKEANEILQRSKKGKLPIVNEDDELVAIIARTDLKKNRDYPLASKDAKKQLLCGAAIGTHEDDKYRLDLLAQAGVDVVVLDSSQGNSIFQINMIKYIKDKYPNLQVIGGNVVTAAQAKNLIDAGVDALRVGMGSGSICITQEVLACGRPQATAVYKVSEYARRFGVPVIADGGIQNVGHIAKALALGASTVMMGSLLAATTEAPGEYFFSDGIRLKKYRGMGSLDAMDKHLSSQNRYFSEADKIKVAQGVSGAVQDKGSIHKFVPYLIAGIQHSCQDIGAKSLTQVRAMMYSGELKFEKRTSSAQVE.... The pIC50 is 6.6. (5) The small molecule is CCOC(=O)ON1C(=O)c2ccccc2S1(=O)=O. The target protein (P51647) has sequence MSSPAQPAVPAPLANLKIQHTKIFINNEWHDSVSGKKFPVLNPATEEVICHVEEGDKADVDKAVKAARQAFQIGSPWRTMDASERGRLLNKLADLMERDRLLLATIEAINGGKVFANAYLSDLGGSIKALKYCAGWADKIHGQTIPSDGDIFTFTRREPIGVCGQIIPWNFPLLMFIWKIGPALSCGNTVVVKPAEQTPLTALHMASLIKEAGFPPGVVNIVPGYGPTAGAAISSHMDVDKVAFTGSTQVGKLIKEAAGKSNLKRVTLELGGKSPCIVFADADLDIAVEFAHHGVFYHQGQCCVAASRIFVEESVYDEFVRKSVERAKKYVLGNPLTQGINQGPQIDKEQHDKILDLIESGKKEGAKLECGGGRWGNKGFFVQPTVFSNVTDEMRIAKEEIFGPVQQIMKFKSIDDVIKRANNTTYGLAAGVFTKDLDRAITVSSALQAGVVWVNCYMILSAQCPFGGFKMSGNGRELGEHGLYEYTELKTVAMKISQKN.... The pIC50 is 4.2. (6) The drug is CCOc1cc(COc2ccc3c(c2)NCCN([C@H](C)C(=O)NO)S3)cc(OCC)c1. The target protein (P78536) has sequence MRQSLLFLTSVVPFVLAPRPPDDPGFGPHQRLEKLDSLLSDYDILSLSNIQQHSVRKRDLQTSTHVETLLTFSALKRHFKLYLTSSTERFSQNFKVVVVDGKNESEYTVKWQDFFTGHVVGEPDSRVLAHIRDDDVIIRINTDGAEYNIEPLWRFVNDTKDKRMLVYKSEDIKNVSRLQSPKVCGYLKVDNEELLPKGLVDREPPEELVHRVKRRADPDPMKNTCKLLVVADHRFYRYMGRGEESTTTNYLIELIDRVDDIYRNTSWDNAGFKGYGIQIEQIRILKSPQEVKPGEKHYNMAKSYPNEEKDAWDVKMLLEQFSFDIAEEASKVCLAHLFTYQDFDMGTLGLAYVGSPRANSHGGVCPKAYYSPVGKKNIYLNSGLTSTKNYGKTILTKEADLVTTHELGHNFGAEHDPDGLAECAPNEDQGGKYVMYPIAVSGDHENNKMFSNCSKQSIYKTIESKAQECFQERSNKVCGNSRVDEGEECDPGIMYLNNDT.... The pIC50 is 5.3.